Dataset: Catalyst prediction with 721,799 reactions and 888 catalyst types from USPTO. Task: Predict which catalyst facilitates the given reaction. (1) The catalyst class is: 15. Product: [NH2:8][C:9]1[N:14]=[C:13]([C:15]2[CH:20]=[CH:19][C:18]([Cl:21])=[C:17]([F:22])[C:16]=2[F:23])[N:12]=[C:11]([C:24]([O:26][CH3:27])=[O:25])[C:10]=1[Br:6]. Reactant: C([O-])(=O)C.[K+].[Br:6]Br.[NH2:8][C:9]1[N:14]=[C:13]([C:15]2[CH:20]=[CH:19][C:18]([Cl:21])=[C:17]([F:22])[C:16]=2[F:23])[N:12]=[C:11]([C:24]([O:26][CH3:27])=[O:25])[CH:10]=1. (2) Reactant: [C:1]([C:4]1[CH:13]=[C:12]2[C:7]([CH:8]=[C:9]([NH:14][C:15](=[O:29])[C:16]3[CH:21]=[CH:20][C:19](/[CH:22]=[CH:23]/[C:24]([F:27])([F:26])[F:25])=[CH:18][C:17]=3[CH3:28])[CH:10]=[N:11]2)=[N:6][CH:5]=1)(=[O:3])[CH3:2].[Li][CH3:31]. Product: [OH:3][C:1]([C:4]1[CH:13]=[C:12]2[C:7]([CH:8]=[C:9]([NH:14][C:15](=[O:29])[C:16]3[CH:21]=[CH:20][C:19](/[CH:22]=[CH:23]/[C:24]([F:27])([F:25])[F:26])=[CH:18][C:17]=3[CH3:28])[CH:10]=[N:11]2)=[N:6][CH:5]=1)([CH3:31])[CH3:2]. The catalyst class is: 1. (3) Reactant: [F:1][C:2]1[CH:8]=[C:7](I)[CH:6]=[CH:5][C:3]=1[NH2:4].[NH:10]1[CH:14]=[CH:13][CH:12]=[N:11]1.C(=O)([O-])[O-].[Cs+].[Cs+]. Product: [F:1][C:2]1[CH:8]=[C:7]([N:10]2[CH:14]=[CH:13][CH:12]=[N:11]2)[CH:6]=[CH:5][C:3]=1[NH2:4]. The catalyst class is: 57. (4) Reactant: [ClH:1].[CH3:2][C:3]1[CH:8]=[CH:7][C:6]([S:9]([N:12]2[CH2:17][CH2:16][O:15][CH2:14][CH2:13]2)(=[O:11])=[O:10])=[CH:5][C:4]=1[C:18]1[CH:23]=[CH:22][CH:21]=[C:20]([CH2:24][C@H:25]([NH:39][C:40]([C@H:42]2[CH2:47][CH2:46][C@H:45]([CH2:48][NH:49]C(=O)OC(C)(C)C)[CH2:44][CH2:43]2)=[O:41])[C:26](=[O:38])[NH:27][C:28]2[CH:37]=[CH:36][C:31]3[NH:32][C:33](=[O:35])[NH:34][C:30]=3[CH:29]=2)[CH:19]=1.C(#N)C. Product: [ClH:1].[NH2:49][CH2:48][C@H:45]1[CH2:46][CH2:47][C@H:42]([C:40]([NH:39][C@@H:25]([CH2:24][C:20]2[CH:19]=[C:18]([C:4]3[CH:5]=[C:6]([S:9]([N:12]4[CH2:17][CH2:16][O:15][CH2:14][CH2:13]4)(=[O:11])=[O:10])[CH:7]=[CH:8][C:3]=3[CH3:2])[CH:23]=[CH:22][CH:21]=2)[C:26](=[O:38])[NH:27][C:28]2[CH:37]=[CH:36][C:31]3[NH:32][C:33](=[O:35])[NH:34][C:30]=3[CH:29]=2)=[O:41])[CH2:43][CH2:44]1. The catalyst class is: 12.